This data is from Forward reaction prediction with 1.9M reactions from USPTO patents (1976-2016). The task is: Predict the product of the given reaction. (1) Given the reactants [ClH:1].CN.[O:4]1[CH2:9][CH2:8][C:7](=O)[CH2:6][CH2:5]1.[CH2:11]([N:13](CC)CC)C, predict the reaction product. The product is: [ClH:1].[CH3:11][NH:13][CH:7]1[CH2:8][CH2:9][O:4][CH2:5][CH2:6]1. (2) Given the reactants [CH3:1][C:2]1[C:10]2[C:5](=[N:6][CH:7]=[C:8]([NH2:11])[N:9]=2)[N:4]([CH2:12][O:13][CH2:14][CH2:15][Si:16]([CH3:19])([CH3:18])[CH3:17])[CH:3]=1.[CH:20]1([N:26]=[C:27]=[O:28])[CH2:25][CH2:24][CH2:23][CH2:22][CH2:21]1, predict the reaction product. The product is: [CH:20]1([NH:26][C:27]([NH:11][C:8]2[N:9]=[C:10]3[C:2]([CH3:1])=[CH:3][N:4]([CH2:12][O:13][CH2:14][CH2:15][Si:16]([CH3:18])([CH3:17])[CH3:19])[C:5]3=[N:6][CH:7]=2)=[O:28])[CH2:25][CH2:24][CH2:23][CH2:22][CH2:21]1. (3) The product is: [ClH:1].[CH:23]1([C:26]2[C:27]([CH2:40][N:41]3[CH2:46][CH2:45][N:44]([C@@H:47]([C:49]4[CH:54]=[C:53]([Cl:55])[CH:52]=[C:51]([Cl:56])[CH:50]=4)[CH3:48])[C@@H:43]([CH3:57])[CH2:42]3)=[CH:28][C:29]([F:39])=[C:30]([CH:38]=2)[C:31]([OH:33])=[O:32])[CH2:25][CH2:24]1. Given the reactants [Cl:1]C1C=C(C=C(Cl)C=1)CN1CCN(C(OC(C)(C)C)=O)CC1.[CH:23]1([C:26]2[C:27]([CH2:40][N:41]3[CH2:46][CH2:45][N:44]([C@@H:47]([C:49]4[CH:54]=[C:53]([Cl:55])[CH:52]=[C:51]([Cl:56])[CH:50]=4)[CH3:48])[C@@H:43]([CH3:57])[CH2:42]3)=[CH:28][C:29]([F:39])=[C:30]([CH:38]=2)[C:31]([O:33]C(C)(C)C)=[O:32])[CH2:25][CH2:24]1, predict the reaction product. (4) Given the reactants [Cl:1][C:2]1[C:11]2[C:6](=[CH:7][C:8]([O:17][CH2:18][CH2:19][O:20][CH3:21])=[C:9]([O:12][CH2:13][CH2:14][O:15][CH3:16])[CH:10]=2)[N:5]=[CH:4][N:3]=1.[C:22]([C:24]1[CH:25]=[C:26]([CH:28]=[CH:29][CH:30]=1)[NH2:27])#[CH:23], predict the reaction product. The product is: [CH3:16][O:15][CH2:14][CH2:13][O:12][C:9]1[CH:10]=[C:11]2[C:2]([NH:27][C:26]3[CH:28]=[CH:29][CH:30]=[C:24]([C:22]#[CH:23])[CH:25]=3)=[N:3][CH:4]=[N:5][C:6]2=[CH:7][C:8]=1[O:17][CH2:18][CH2:19][O:20][CH3:21].[ClH:1]. (5) Given the reactants [Br:1][C:2]1[CH:7]=[CH:6][C:5]([NH:8][C:9]([NH:11][NH:12][C:13](=O)[CH2:14][C@@H:15]2[CH2:19][CH2:18][N:17]([C:20]([CH:22]3[CH2:24][CH2:23]3)=[O:21])[CH2:16]2)=[O:10])=[C:4]([CH3:26])[CH:3]=1.C([O-])([O-])=O.[K+].[K+], predict the reaction product. The product is: [Br:1][C:2]1[CH:7]=[CH:6][C:5]([N:8]2[C:13]([CH2:14][C@@H:15]3[CH2:19][CH2:18][N:17]([C:20]([CH:22]4[CH2:24][CH2:23]4)=[O:21])[CH2:16]3)=[N:12][NH:11][C:9]2=[O:10])=[C:4]([CH3:26])[CH:3]=1.